From a dataset of Forward reaction prediction with 1.9M reactions from USPTO patents (1976-2016). Predict the product of the given reaction. (1) Given the reactants [NH2:1][C:2]1[C:11]2[C:6](=[CH:7][CH:8]=[CH:9][CH:10]=2)[CH:5]=[CH:4][C:3]=1[C:12]([OH:21])([C:17]([F:20])([F:19])[F:18])[C:13]([F:16])([F:15])[F:14].[S:22]1[CH:26]=[CH:25][CH:24]=[C:23]1[C:27](Cl)=[O:28], predict the reaction product. The product is: [F:20][C:17]([F:18])([F:19])[C:12]([C:3]1[CH:4]=[CH:5][C:6]2[C:11](=[CH:10][CH:9]=[CH:8][CH:7]=2)[C:2]=1[NH:1][C:27]([C:23]1[S:22][CH:26]=[CH:25][CH:24]=1)=[O:28])([OH:21])[C:13]([F:14])([F:15])[F:16]. (2) Given the reactants [NH2:1][C@@H:2]1[N:8]=[C:7]([C:9]2[CH:14]=[CH:13][CH:12]=[CH:11][CH:10]=2)[C:6]2[CH:15]=[CH:16][CH:17]=[CH:18][C:5]=2[N:4]([CH2:19][C:20]([F:23])([F:22])[F:21])[C:3]1=[O:24].C(N(CC)CC)C.[OH:32][CH2:33][C:34]1[NH:35][C:36](=[O:45])[N:37]([CH:39]2[CH2:44][CH2:43][NH:42][CH2:41][CH2:40]2)[CH:38]=1.[O:46]1CCC[CH2:47]1, predict the reaction product. The product is: [OH:32][CH2:33][C:34]1[NH:35][C:36](=[O:45])[N:37]([CH:39]2[CH2:44][CH2:43][N:42]([C:47]([NH:1][C@@H:2]3[N:8]=[C:7]([C:9]4[CH:10]=[CH:11][CH:12]=[CH:13][CH:14]=4)[C:6]4[CH:15]=[CH:16][CH:17]=[CH:18][C:5]=4[N:4]([CH2:19][C:20]([F:21])([F:23])[F:22])[C:3]3=[O:24])=[O:46])[CH2:41][CH2:40]2)[CH:38]=1. (3) Given the reactants Br.[NH2:2][C:3]1[C:4]([OH:18])=[C:5]([C:9]2[CH:14]=[CH:13][CH:12]=[C:11]([C:15]([OH:17])=[O:16])[CH:10]=2)[CH:6]=[CH:7][CH:8]=1.[N:19]([O-])=O.[Na+].[CH3:23][C:24]1([CH3:40])[CH2:32][C:31]2[C:26](=[CH:27][CH:28]=[C:29]([N:33]3[C:37](=[O:38])[CH2:36][C:35]([CH3:39])=[N:34]3)[CH:30]=2)[CH2:25]1.C(=O)(O)[O-].[Na+], predict the reaction product. The product is: [CH3:23][C:24]1([CH3:40])[CH2:32][C:31]2[C:26](=[CH:27][CH:28]=[C:29]([N:33]3[C:37](=[O:38])[C:36](=[N:19][NH:2][C:3]4[C:4]([OH:18])=[C:5]([C:9]5[CH:14]=[CH:13][CH:12]=[C:11]([C:15]([OH:17])=[O:16])[CH:10]=5)[CH:6]=[CH:7][CH:8]=4)[C:35]([CH3:39])=[N:34]3)[CH:30]=2)[CH2:25]1. (4) Given the reactants [C:1]([O:5][C:6](=[O:22])[NH:7][CH:8]([C:11]1[CH:16]=[CH:15][C:14]([O:17][C:18]([F:21])([F:20])[F:19])=[CH:13][CH:12]=1)[CH2:9][NH2:10])([CH3:4])([CH3:3])[CH3:2].[C:23]1(=O)[C:31]2[C:26](=[CH:27][CH:28]=[CH:29][CH:30]=2)[C:25](=[O:32])[O:24]1, predict the reaction product. The product is: [C:1]([O:5][C:6](=[O:22])[NH:7][CH:8]([C:11]1[CH:12]=[CH:13][C:14]([O:17][C:18]([F:20])([F:21])[F:19])=[CH:15][CH:16]=1)[CH2:9][N:10]1[C:23](=[O:24])[C:31]2[C:26](=[CH:27][CH:28]=[CH:29][CH:30]=2)[C:25]1=[O:32])([CH3:4])([CH3:2])[CH3:3].